This data is from Forward reaction prediction with 1.9M reactions from USPTO patents (1976-2016). The task is: Predict the product of the given reaction. (1) Given the reactants [CH:1]1([NH:7][CH2:8][C:9]2[CH:16]=[CH:15][C:12]([C:13]#[N:14])=[CH:11][CH:10]=2)[CH2:6][CH2:5][CH2:4][CH2:3][CH2:2]1.C(N(CC)CC)C.[C:24]([O:28][C:29](O[C:29]([O:28][C:24]([CH3:27])([CH3:26])[CH3:25])=[O:30])=[O:30])([CH3:27])([CH3:26])[CH3:25], predict the reaction product. The product is: [C:24]([O:28][C:29]([N:7]([CH2:8][C:9]1[CH:16]=[CH:15][C:12]([C:13]#[N:14])=[CH:11][CH:10]=1)[CH:1]1[CH2:6][CH2:5][CH2:4][CH2:3][CH2:2]1)=[O:30])([CH3:27])([CH3:26])[CH3:25]. (2) Given the reactants [ClH:1].CO[NH2:4].[F:5][C:6]([F:21])([F:20])[C:7]1[CH:8]=[C:9]([C:17](=O)[CH3:18])[CH:10]=[C:11]([C:13]([F:16])([F:15])[F:14])[CH:12]=1.C([O-])(=O)C.[Na+].Cl, predict the reaction product. The product is: [ClH:1].[CH3:18][CH:17]([C:9]1[CH:8]=[C:7]([C:6]([F:21])([F:20])[F:5])[CH:12]=[C:11]([C:13]([F:16])([F:15])[F:14])[CH:10]=1)[NH2:4]. (3) Given the reactants I[C:2]1[CH:7]=[CH:6][C:5]([O:8][C:9]([F:12])([F:11])[F:10])=[CH:4][CH:3]=1.[NH:13]1[CH:17]=[N:16][C:15]([C:18]2[CH:27]=[CH:26][C:21]([C:22]([O:24][CH3:25])=[O:23])=[CH:20][CH:19]=2)=[N:14]1.[O-]P([O-])([O-])=O.[K+].[K+].[K+].CN(C=O)C, predict the reaction product. The product is: [F:10][C:9]([F:12])([F:11])[O:8][C:5]1[CH:6]=[CH:7][C:2]([N:13]2[CH:17]=[N:16][C:15]([C:18]3[CH:19]=[CH:20][C:21]([C:22]([O:24][CH3:25])=[O:23])=[CH:26][CH:27]=3)=[N:14]2)=[CH:3][CH:4]=1. (4) Given the reactants [CH:1]12[CH2:8][CH2:7][CH:4]([CH:5]=[CH:6]1)[CH2:3][CH:2]2[C:9]1([CH3:16])[NH:13][C:12](=[O:14])[NH:11][C:10]1=[O:15].[CH3:17][O:18][C:19]1[CH:26]=[CH:25][C:22]([CH2:23]Cl)=[CH:21][CH:20]=1, predict the reaction product. The product is: [CH:1]12[CH2:8][CH2:7][CH:4]([CH2:5][CH2:6]1)[CH2:3][CH:2]2[C:9]1([CH3:16])[NH:13][C:12](=[O:14])[N:11]([CH2:23][C:22]2[CH:25]=[CH:26][C:19]([O:18][CH3:17])=[CH:20][CH:21]=2)[C:10]1=[O:15].